Regression. Given a peptide amino acid sequence and an MHC pseudo amino acid sequence, predict their binding affinity value. This is MHC class II binding data. From a dataset of Peptide-MHC class II binding affinity with 134,281 pairs from IEDB. The peptide sequence is EKKYFKATQFEPLAA. The MHC is DRB1_0101 with pseudo-sequence DRB1_0101. The binding affinity (normalized) is 0.673.